From a dataset of Catalyst prediction with 721,799 reactions and 888 catalyst types from USPTO. Predict which catalyst facilitates the given reaction. (1) Reactant: [CH3:1][S:2][C:3]1[CH:38]=[CH:37][CH:36]=[CH:35][C:4]=1[CH2:5][N:6]1[C:11]([CH3:12])=[CH:10][C:9]([O:13][CH2:14][C:15]2[CH:32]=[CH:31][CH:30]=[CH:29][C:16]=2[CH2:17][N:18]2[C:26](=[O:27])[C:25]3[C:20](=[CH:21][CH:22]=[CH:23][CH:24]=3)[C:19]2=[O:28])=[C:8](I)[C:7]1=[O:34].[Cl-].[Li+].Cl[CH2:42]Cl.C[Sn](C)(C)C.[OH-].[Na+]. Product: [CH3:1][S:2][C:3]1[CH:38]=[CH:37][CH:36]=[CH:35][C:4]=1[CH2:5][N:6]1[C:11]([CH3:12])=[CH:10][C:9]([O:13][CH2:14][C:15]2[CH:32]=[CH:31][CH:30]=[CH:29][C:16]=2[CH2:17][N:18]2[C:26](=[O:27])[C:25]3[C:20](=[CH:21][CH:22]=[CH:23][CH:24]=3)[C:19]2=[O:28])=[C:8]([CH3:42])[C:7]1=[O:34]. The catalyst class is: 136. (2) Reactant: [F:1][CH:2]([F:20])[N:3]1[CH:7]=[C:6]([C:8]2[CH:13]=[CH:12][N:11]3[N:14]=[CH:15][C:16]([C:17]([OH:19])=O)=[C:10]3[N:9]=2)[CH:5]=[N:4]1.Cl.[NH2:22][C@@H:23]([C:28]1[CH:33]=[CH:32][C:31]([O:34][C:35]([F:38])([F:37])[F:36])=[CH:30][CH:29]=1)[C:24]([CH3:27])([OH:26])[CH3:25].O.ON1C2C=CC=CC=2N=N1.Cl.CN(C)CCCN=C=NCC.C(=O)([O-])O.[Na+]. Product: [F:20][CH:2]([F:1])[N:3]1[CH:7]=[C:6]([C:8]2[CH:13]=[CH:12][N:11]3[N:14]=[CH:15][C:16]([C:17]([NH:22][C@@H:23]([C:28]4[CH:33]=[CH:32][C:31]([O:34][C:35]([F:36])([F:37])[F:38])=[CH:30][CH:29]=4)[C:24]([OH:26])([CH3:27])[CH3:25])=[O:19])=[C:10]3[N:9]=2)[CH:5]=[N:4]1. The catalyst class is: 9. (3) Reactant: [F:1][C:2]1[C:3]([CH2:8][C:9]([O:11]CC)=[O:10])=[N:4][CH:5]=[CH:6][CH:7]=1.[OH-].[Na+:15]. Product: [F:1][C:2]1[C:3]([CH2:8][C:9]([O-:11])=[O:10])=[N:4][CH:5]=[CH:6][CH:7]=1.[Na+:15]. The catalyst class is: 1. (4) Reactant: Br[C:2]1[CH:7]=[CH:6][C:5]2[C:8]3([CH2:23][O:24][C:4]=2[CH:3]=1)[C:16]1[C:11](=[CH:12][CH:13]=[CH:14][CH:15]=1)[N:10]([CH2:17][CH2:18][CH2:19][CH2:20][CH3:21])[C:9]3=[O:22].[NH2:25][C:26]1[CH:31]=[CH:30][CH:29]=[CH:28][CH:27]=1.CC1(C)C2C(=C(P(C3C=CC=CC=3)C3C=CC=CC=3)C=CC=2)OC2C(P(C3C=CC=CC=3)C3C=CC=CC=3)=CC=CC1=2. Product: [NH:25]([C:2]1[CH:7]=[CH:6][C:5]2[C:8]3([CH2:23][O:24][C:4]=2[CH:3]=1)[C:16]1[C:11](=[CH:12][CH:13]=[CH:14][CH:15]=1)[N:10]([CH2:17][CH2:18][CH2:19][CH2:20][CH3:21])[C:9]3=[O:22])[C:26]1[CH:31]=[CH:30][CH:29]=[CH:28][CH:27]=1. The catalyst class is: 101. (5) Product: [F:31][C:25]1[CH:24]=[C:23]([NH:22][C:10]2[C:9]([OH:8])=[C:14]([C:15]3[CH:16]=[CH:17][C:18]([CH3:21])=[CH:19][CH:20]=3)[N:13]=[CH:12][N:11]=2)[CH:30]=[CH:29][C:26]=1[C:27]#[N:28]. The catalyst class is: 403. Reactant: C([O:8][C:9]1[C:10]([NH:22][C:23]2[CH:30]=[CH:29][C:26]([C:27]#[N:28])=[C:25]([F:31])[CH:24]=2)=[N:11][CH:12]=[N:13][C:14]=1[C:15]1[CH:20]=[CH:19][C:18]([CH3:21])=[CH:17][CH:16]=1)C1C=CC=CC=1.